This data is from Catalyst prediction with 721,799 reactions and 888 catalyst types from USPTO. The task is: Predict which catalyst facilitates the given reaction. (1) Reactant: [Cl:1][C:2]1[C:3]([CH2:12][C:13](=O)CC)=[N:4][CH:5]=[C:6]([C:8]([F:11])([F:10])[F:9])[CH:7]=1.[C:17]([O-])(=O)C.[NH4+].[C:22]([BH3-])#[N:23].[Na+]. Product: [Cl:1][C:2]1[C:3]([CH:12]([CH3:13])[CH:22]([NH2:23])[CH3:17])=[N:4][CH:5]=[C:6]([C:8]([F:10])([F:11])[F:9])[CH:7]=1. The catalyst class is: 5. (2) Reactant: [CH2:1]([C:3]1[C:10]([C:11]2[S:12][C:13]([C:16]3[CH:21]=[CH:20][C:19]([O:22][CH:23]([CH3:25])[CH3:24])=[C:18]([C:26]([F:29])([F:28])[F:27])[CH:17]=3)=[N:14][N:15]=2)=[CH:9][CH:8]=[CH:7][C:4]=1[CH:5]=O)[CH3:2].[NH:30]1[CH2:35][CH2:34][CH:33]([C:36]([O:38][CH2:39][CH3:40])=[O:37])[CH2:32][CH2:31]1.CC(O)=O. Product: [CH2:1]([C:3]1[C:10]([C:11]2[S:12][C:13]([C:16]3[CH:21]=[CH:20][C:19]([O:22][CH:23]([CH3:24])[CH3:25])=[C:18]([C:26]([F:28])([F:29])[F:27])[CH:17]=3)=[N:14][N:15]=2)=[CH:9][CH:8]=[CH:7][C:4]=1[CH2:5][N:30]1[CH2:35][CH2:34][CH:33]([C:36]([O:38][CH2:39][CH3:40])=[O:37])[CH2:32][CH2:31]1)[CH3:2]. The catalyst class is: 8. (3) Reactant: C1(P(C2CCCCC2)[C:8]2[CH:13]=[CH:12][CH:11]=[CH:10][C:9]=2[C:14]2C(C(C)C)=CC(C(C)C)=CC=2C(C)C)CCCCC1.[NH2:35][C:36]1[CH:44]=[CH:43][CH:42]=[CH:41][C:37]=1[C:38]([NH2:40])=[O:39].C([O-])([O-])=O.[K+].[K+].Cl[C:52]1[CH:57]=[CH:56][CH:55]=[CH:54][C:53]=1[CH3:58]. Product: [CH3:14][C:9]1[CH:10]=[CH:11][CH:12]=[CH:13][C:8]=1[NH:35][C:36]1[CH:44]=[CH:43][CH:42]=[CH:41][C:37]=1[C:38]([NH2:40])=[O:39].[NH2:35][C:36]1[CH:44]=[CH:43][CH:42]=[CH:41][C:37]=1[C:38]([NH:40][C:52]1[CH:57]=[CH:56][CH:55]=[CH:54][C:53]=1[CH3:58])=[O:39]. The catalyst class is: 110. (4) Reactant: [Br:1][C:2]1[CH:7]=[CH:6][CH:5]=[CH:4][C:3]=1[CH:8]1[CH2:14][N:13]([CH2:15][C:16]([OH:18])=O)[C:12](=[O:19])[CH:11]([CH2:20][CH:21]([CH3:23])[CH3:22])[C:10]2[CH:24]=[CH:25][C:26]([Cl:28])=[CH:27][C:9]1=2.F[P-](F)(F)(F)(F)F.N1(OC(N(C)C)=[N+](C)C)C2N=CC=CC=2N=N1.C(N(C(C)C)CC)(C)C.Cl.[NH:63]1[CH2:68][CH2:67][CH:66]([CH2:69][C:70]([O:72][CH2:73][CH3:74])=[O:71])[CH2:65][CH2:64]1. Product: [CH2:73]([O:72][C:70](=[O:71])[CH2:69][CH:66]1[CH2:67][CH2:68][N:63]([C:16](=[O:18])[CH2:15][N:13]2[CH2:14][CH:8]([C:3]3[CH:4]=[CH:5][CH:6]=[CH:7][C:2]=3[Br:1])[C:9]3[CH:27]=[C:26]([Cl:28])[CH:25]=[CH:24][C:10]=3[CH:11]([CH2:20][CH:21]([CH3:23])[CH3:22])[C:12]2=[O:19])[CH2:64][CH2:65]1)[CH3:74]. The catalyst class is: 9. (5) Reactant: C(N(CC)CC)C.[NH2:8][CH2:9][CH2:10][CH2:11][N:12]1[C:24]2[C:23]3[CH:22]=[CH:21][CH:20]=[CH:19][C:18]=3[N:17]=[C:16]([NH2:25])[C:15]=2[N:14]=[C:13]1[CH2:26][CH2:27][CH2:28][CH3:29].[CH2:30]([N:34]=[C:35]=[O:36])[CH2:31][CH2:32][CH3:33].C(=O)([O-])[O-].[K+].[K+]. Product: [NH2:25][C:16]1[C:15]2[N:14]=[C:13]([CH2:26][CH2:27][CH2:28][CH3:29])[N:12]([CH2:11][CH2:10][CH2:9][NH:8][C:35]([NH:34][CH2:30][CH2:31][CH2:32][CH3:33])=[O:36])[C:24]=2[C:23]2[CH:22]=[CH:21][CH:20]=[CH:19][C:18]=2[N:17]=1. The catalyst class is: 264. (6) Reactant: [OH:1][P:2]([O-:5])([O-:4])=[O:3].[Na+:6].[Na+].[P:8]([O-:12])([O-:11])([O-:10])=[O:9].[Na+].[Na+].[Na+]. Product: [OH:3][P:2]([O-:5])([O-:4])=[O:1].[Na+:6].[Na+:6].[OH2:9].[OH2:1].[OH2:1].[OH2:1].[OH2:1].[OH2:1].[OH2:1].[OH2:1].[OH2:1].[OH2:1].[OH2:1].[OH2:1].[O-:10][P:8]([O-:12])([O-:11])=[O:9].[Na+:6].[Na+:6].[Na+:6]. The catalyst class is: 6. (7) Reactant: [CH3:1][O:2][C:3](=[O:30])[C:4]1[CH:9]=[CH:8][C:7]([C:10]2[CH:14](SC)[C:13]([C:21]3[CH:26]=[C:25]([Cl:27])[CH:24]=[C:23]([Cl:28])[CH:22]=3)([C:17]([F:20])([F:19])[F:18])[O:12][N:11]=2)=[CH:6][C:5]=1[CH3:29].Cl[C:32]1C=C(C=CC=1)C(OO)=O.[S:42](S([O-])=O)([O-:45])(=O)=[O:43].[Na+].[Na+]. Product: [CH3:1][O:2][C:3](=[O:30])[C:4]1[CH:9]=[CH:8][C:7]([C:10]2[CH:14]([S:42]([CH3:32])(=[O:45])=[O:43])[C:13]([C:21]3[CH:22]=[C:23]([Cl:28])[CH:24]=[C:25]([Cl:27])[CH:26]=3)([C:17]([F:20])([F:19])[F:18])[O:12][N:11]=2)=[CH:6][C:5]=1[CH3:29]. The catalyst class is: 4. (8) Reactant: [Cl:1][C:2]1[CH:19]=[CH:18][C:5]([C:6]([CH:8]2C(=O)O[C:11](C)(C)[O:10][C:9]2=[O:17])=[O:7])=[C:4]([O:20][CH3:21])[CH:3]=1. Product: [Cl:1][C:2]1[CH:19]=[CH:18][C:5]([C:6](=[O:7])[CH2:8][C:9]([O:10][CH3:11])=[O:17])=[C:4]([O:20][CH3:21])[CH:3]=1. The catalyst class is: 5.